From a dataset of Reaction yield outcomes from USPTO patents with 853,638 reactions. Predict the reaction yield, written as a fraction of the theoretical maximum amount of product (1.0 means a 100% yield; for example, 0.34 means a 34% yield). (1) The reactants are [CH3:1][C:2]1[CH:7]=[CH:6][C:5]([S:8]([N:11]2[CH:15]=[C:14]([CH:16]=O)[N:13]=[C:12]2[C:18]2[CH:23]=[CH:22][CH:21]=[CH:20][CH:19]=2)(=[O:10])=[O:9])=[CH:4][CH:3]=1.CO.[CH3:26][NH2:27].[BH4-].[Na+].Cl.C(=O)([O-])O.[Na+]. The catalyst is CO. The product is [CH3:26][NH:27][CH2:16][C:14]1[N:13]=[C:12]([C:18]2[CH:19]=[CH:20][CH:21]=[CH:22][CH:23]=2)[N:11]([S:8]([C:5]2[CH:4]=[CH:3][C:2]([CH3:1])=[CH:7][CH:6]=2)(=[O:10])=[O:9])[CH:15]=1. The yield is 0.170. (2) The reactants are [CH3:1][C:2]1([CH3:18])[C:14]2[CH:13]=[C:12](B(O)O)[CH:11]=[CH:10][C:9]=2[C:8]2[C:3]1=[CH:4][CH:5]=[CH:6][CH:7]=2.Br[C:20]1[CH:21]=[C:22]([C:27]2[N:32]=[C:31]([C:33]3[CH:38]=[CH:37][CH:36]=[CH:35][CH:34]=3)[CH:30]=[C:29]([C:39]3[CH:44]=[CH:43][CH:42]=[CH:41][CH:40]=3)[N:28]=2)[CH:23]=[C:24](Br)[CH:25]=1.C([O-])([O-])=O.[K+].[K+].[N:51]1[CH:56]=[CH:55][CH:54]=[CH:53][C:52]=1[C:57]1[CH:62]=[CH:61][C:60](B(O)O)=[CH:59][CH:58]=1. The catalyst is C1C=CC([P]([Pd]([P](C2C=CC=CC=2)(C2C=CC=CC=2)C2C=CC=CC=2)([P](C2C=CC=CC=2)(C2C=CC=CC=2)C2C=CC=CC=2)[P](C2C=CC=CC=2)(C2C=CC=CC=2)C2C=CC=CC=2)(C2C=CC=CC=2)C2C=CC=CC=2)=CC=1.C(O)C.C1(C)C=CC=CC=1. The product is [CH3:1][C:2]1([CH3:18])[C:14]2[CH:13]=[C:12]([C:20]3[CH:21]=[C:22]([C:27]4[N:32]=[C:31]([C:33]5[CH:38]=[CH:37][CH:36]=[CH:35][CH:34]=5)[CH:30]=[C:29]([C:39]5[CH:44]=[CH:43][CH:42]=[CH:41][CH:40]=5)[N:28]=4)[CH:23]=[C:24]([C:60]4[CH:59]=[CH:58][C:57]([C:52]5[CH:53]=[CH:54][CH:55]=[CH:56][N:51]=5)=[CH:62][CH:61]=4)[CH:25]=3)[CH:11]=[CH:10][C:9]=2[C:8]2[C:3]1=[CH:4][CH:5]=[CH:6][CH:7]=2. The yield is 0.433.